Dataset: Reaction yield outcomes from USPTO patents with 853,638 reactions. Task: Predict the reaction yield, written as a fraction of the theoretical maximum amount of product (1.0 means a 100% yield; for example, 0.34 means a 34% yield). (1) The reactants are [Cl:1][C:2]1[N:7]=[CH:6][C:5]([CH2:8][NH:9][C:10]2[N:14]=[C:13]([S:15][CH3:16])[NH:12][N:11]=2)=[CH:4][CH:3]=1.[C:17](OCC)(=[O:22])[CH2:18][C:19]([CH3:21])=O.CCCCCC.C(OCC)(=O)C. The catalyst is C(O)(=O)C. The product is [Cl:1][C:2]1[N:7]=[CH:6][C:5]([CH2:8][N:9]2[C:19]([CH3:21])=[CH:18][C:17](=[O:22])[N:11]3[N:12]=[C:13]([S:15][CH3:16])[N:14]=[C:10]23)=[CH:4][CH:3]=1. The yield is 0.360. (2) The yield is 0.351. The product is [Br:14][C:15]1[C:16]([N:1]2[CH2:5][CH2:4][C@@H:3]([NH:6][C:7](=[O:13])[O:8][C:9]([CH3:10])([CH3:12])[CH3:11])[CH2:2]2)=[C:17]2[C:23]([NH:24][C:25](=[O:32])[C:26]3[CH:31]=[CH:30][CH:29]=[N:28][CH:27]=3)=[CH:22][NH:21][C:18]2=[N:19][CH:20]=1. The reactants are [NH:1]1[CH2:5][CH2:4][C@@H:3]([NH:6][C:7](=[O:13])[O:8][C:9]([CH3:12])([CH3:11])[CH3:10])[CH2:2]1.[Br:14][C:15]1[C:16](F)=[C:17]2[C:23]([NH:24][C:25](=[O:32])[C:26]3[CH:31]=[CH:30][CH:29]=[N:28][CH:27]=3)=[CH:22][NH:21][C:18]2=[N:19][CH:20]=1.CC#N.O. The catalyst is CCCCO. (3) The reactants are C(NCC)C.[Si:6]([O:13][CH2:14][CH2:15][CH2:16][C:17]1([CH3:32])[CH:26](C=O)[C:25](=[O:29])[C:24]2[C:19](=[CH:20][CH:21]=[C:22]([O:30][CH3:31])[CH:23]=2)[O:18]1)([C:9]([CH3:12])([CH3:11])[CH3:10])([CH3:8])[CH3:7].C1C2C(=CC=CC=2)C=CC=1S([N:46]=[N+:47]=[N-])(=O)=O.CC1C=CC(S(N=[N+]=[N-])(=O)=O)=CC=1.C1C2C(=CC=CC=2)C=CC=1S(Cl)(=O)=O. The catalyst is CCOCC.CCOC(C)=O. The product is [Si:6]([O:13][CH2:14][CH2:15][CH2:16][C:17]1([CH3:32])[C:26](=[N+:46]=[N-:47])[C:25](=[O:29])[C:24]2[C:19](=[CH:20][CH:21]=[C:22]([O:30][CH3:31])[CH:23]=2)[O:18]1)([C:9]([CH3:12])([CH3:11])[CH3:10])([CH3:8])[CH3:7]. The yield is 0.290. (4) The reactants are CC(C)(OC([N:7]1[CH2:12][CH2:11][N:10]2[CH:13]=[C:14]([C:16]3[CH:21]=[CH:20][CH:19]=[CH:18][C:17]=3[O:22][CH3:23])[N:15]=[C:9]2[CH:8]1[CH2:24][CH2:25][S:26][C:27]([C:40]1[CH:45]=[CH:44][CH:43]=[CH:42][CH:41]=1)([C:34]1[CH:39]=[CH:38][CH:37]=[CH:36][CH:35]=1)[C:28]1[CH:33]=[CH:32][CH:31]=[CH:30][CH:29]=1)=O)C.C([O-])(O)=O.[Na+]. The catalyst is C(Cl)Cl. The product is [CH3:23][O:22][C:17]1[CH:18]=[CH:19][CH:20]=[CH:21][C:16]=1[C:14]1[N:15]=[C:9]2[CH:8]([CH2:24][CH2:25][S:26][C:27]([C:40]3[CH:41]=[CH:42][CH:43]=[CH:44][CH:45]=3)([C:34]3[CH:35]=[CH:36][CH:37]=[CH:38][CH:39]=3)[C:28]3[CH:33]=[CH:32][CH:31]=[CH:30][CH:29]=3)[NH:7][CH2:12][CH2:11][N:10]2[CH:13]=1. The yield is 0.640. (5) The reactants are C1(O)C=CC=CC=1.FC(F)(F)S(OC[P:15]([O:25][CH2:26][C:27]1[CH:32]=[CH:31][CH:30]=[CH:29][CH:28]=1)(=[O:24])[O:16][CH2:17][C:18]1[CH:23]=[CH:22][CH:21]=[CH:20][CH:19]=1)(=O)=O.C([O-])([O-])=O.[Cs+].[Cs+]. The catalyst is CC#N. The product is [PH:15](=[O:24])([O:25][CH2:26][C:27]1[CH:32]=[CH:31][CH:30]=[CH:29][CH:28]=1)[O:16][CH2:17][C:18]1[CH:23]=[CH:22][CH:21]=[CH:20][CH:19]=1. The yield is 0.880.